From a dataset of Retrosynthesis with 50K atom-mapped reactions and 10 reaction types from USPTO. Predict the reactants needed to synthesize the given product. (1) The reactants are: C=CCOC(=O)Cc1ccc(-c2ccc(O)c(F)c2)cc1.COCOc1c(C(F)(F)F)ccc(CO)c1C(OC)OC. Given the product C=CCOC(=O)Cc1ccc(-c2ccc(OCc3ccc(C(F)(F)F)c(OCOC)c3C(OC)OC)c(F)c2)cc1, predict the reactants needed to synthesize it. (2) Given the product Cc1ccc(C(=O)N(CC(=O)CCN2C(=O)c3ccccc3C2=O)C(c2nc3cc(Cl)ccc3c(=O)n2Cc2ccccc2)C(C)C)cc1, predict the reactants needed to synthesize it. The reactants are: CC(C)C(NCC(=O)CCN1C(=O)c2ccccc2C1=O)c1nc2cc(Cl)ccc2c(=O)n1Cc1ccccc1.Cc1ccc(C(=O)Cl)cc1. (3) Given the product CC(C)c1ccc(NC(=O)CC2NCC(C)(C)OC2=O)cc1, predict the reactants needed to synthesize it. The reactants are: CC(C)c1ccc(NC(=O)CC2C(=O)OC(C)(C)CN2Cc2ccccc2)cc1. (4) Given the product Cc1nnsc1C(=O)OC(C)C, predict the reactants needed to synthesize it. The reactants are: CC(C)O.Cc1nnsc1C(=O)O. (5) Given the product CCOC(=O)CC(C)c1cccc(C(F)(F)F)c1, predict the reactants needed to synthesize it. The reactants are: CCOC(=O)/C=C(\C)c1cccc(C(F)(F)F)c1. (6) Given the product CCOC(CN(Cc1cccc2ccccc12)C(=O)[C@H](Cc1ccc(OC(C)(C)C)cc1)NC(=O)CONC(=O)NCc1ccccc1)OCC, predict the reactants needed to synthesize it. The reactants are: CCOC(CN(Cc1cccc2ccccc12)C(=O)[C@@H](N)Cc1ccc(OC(C)(C)C)cc1)OCC.O=C(O)CONC(=O)NCc1ccccc1. (7) Given the product O=C(c1cccc(-c2noc(C(F)(F)F)n2)c1)N1CCN(c2cccnc2)CC1, predict the reactants needed to synthesize it. The reactants are: O=C(O)c1cccc(-c2noc(C(F)(F)F)n2)c1.c1cncc(N2CCNCC2)c1.